This data is from Forward reaction prediction with 1.9M reactions from USPTO patents (1976-2016). The task is: Predict the product of the given reaction. Given the reactants [CH:1]([C:3]1[O:7][C:6]([C:8]2[CH:9]=[C:10](NC(=O)C)[CH:11]=[CH:12][CH:13]=2)=[CH:5][CH:4]=1)=O.[S:18]1[CH2:24][C:22](=[O:23])[NH:21][C:19]1=[S:20].[CH2:25](CN)[OH:26].C[C:30](O)=[O:31], predict the reaction product. The product is: [CH3:30][O:31][C:10]1[CH:9]=[C:8]([C:6]2[O:7][C:3]([CH:1]=[C:24]3[S:18][C:19](=[S:20])[NH:21][C:22]3=[O:23])=[CH:4][CH:5]=2)[CH:13]=[CH:12][C:11]=1[O:26][CH3:25].